This data is from Forward reaction prediction with 1.9M reactions from USPTO patents (1976-2016). The task is: Predict the product of the given reaction. (1) Given the reactants [Br:1][C:2]1[CH:3]=[CH:4][C:5]([I:19])=[C:6]([CH:8]=[C:9]2[C:13]([CH3:15])([CH3:14])[O:12][C:11]([CH3:17])([CH3:16])[C:10]2=[O:18])[CH:7]=1.[OH:20]O.[OH-].[Li+], predict the reaction product. The product is: [Br:1][C:2]1[CH:3]=[CH:4][C:5]([I:19])=[C:6]([CH:8]2[C:9]3([C:10](=[O:18])[C:11]([CH3:17])([CH3:16])[O:12][C:13]3([CH3:14])[CH3:15])[O:20]2)[CH:7]=1. (2) The product is: [F:9][C:8]([F:11])([F:10])[CH2:7][NH:14][C:15]1[CH:20]=[CH:19][CH:18]=[CH:17][CH:16]=1. Given the reactants FC(F)(F)S(O[CH2:7][C:8]([F:11])([F:10])[F:9])(=O)=O.[NH2:14][C:15]1[CH:20]=[CH:19][CH:18]=[CH:17][CH:16]=1, predict the reaction product. (3) Given the reactants C[Si](C)(C)[N-][Si](C)(C)C.[Na+].[Cl-].[CH3:12][O:13]C[P+](C1C=CC=CC=1)(C1C=CC=CC=1)C1C=CC=CC=1.[N:34]1[CH:39]=[CH:38][CH:37]=[N:36][C:35]=1[C:40]1[CH:47]=[CH:46][C:43]([CH:44]=O)=[CH:42][CH:41]=1.Cl.C([O-])([O-])=O.[Na+].[Na+], predict the reaction product. The product is: [N:34]1[CH:39]=[CH:38][CH:37]=[N:36][C:35]=1[C:40]1[CH:47]=[CH:46][C:43]([CH2:44][CH:12]=[O:13])=[CH:42][CH:41]=1. (4) Given the reactants [C:9](O[C:9]([O:11][C:12]([CH3:15])([CH3:14])[CH3:13])=[O:10])([O:11][C:12]([CH3:15])([CH3:14])[CH3:13])=[O:10].[NH2:16][CH2:17][CH2:18][O:19][CH2:20][CH2:21][OH:22].O, predict the reaction product. The product is: [C:12]([O:11][C:9](=[O:10])[NH:16][CH2:17][CH2:18][O:19][CH2:20][CH2:21][OH:22])([CH3:13])([CH3:14])[CH3:15].